This data is from Catalyst prediction with 721,799 reactions and 888 catalyst types from USPTO. The task is: Predict which catalyst facilitates the given reaction. (1) Reactant: [Br:1][C:2]1[CH:7]=[CH:6][C:5]([C:8](=O)[CH3:9])=[CH:4][CH:3]=1.[CH:11]1([NH2:16])[CH2:15][CH2:14][CH2:13][CH2:12]1.[BH4-].[Na+]. Product: [Br:1][C:2]1[CH:7]=[CH:6][C:5]([CH:8]([NH:16][CH:11]2[CH2:15][CH2:14][CH2:13][CH2:12]2)[CH3:9])=[CH:4][CH:3]=1. The catalyst class is: 8. (2) Reactant: [H-].[Na+].[F:3][C:4]1[CH:9]=[C:8]([C:10]([OH:13])([CH3:12])[CH3:11])[CH:7]=[CH:6][C:5]=1[C:14]1[S:18][C:17]([NH:19][C:20]2[CH:25]=[CH:24][CH:23]=[C:22]([CH2:26][OH:27])[N:21]=2)=[C:16]([C:28]([NH2:30])=[O:29])[CH:15]=1.I[CH2:32][CH3:33]. Product: [CH2:32]([O:27][CH2:26][C:22]1[N:21]=[C:20]([NH:19][C:17]2[S:18][C:14]([C:5]3[CH:6]=[CH:7][C:8]([C:10]([OH:13])([CH3:11])[CH3:12])=[CH:9][C:4]=3[F:3])=[CH:15][C:16]=2[C:28]([NH2:30])=[O:29])[CH:25]=[CH:24][CH:23]=1)[CH3:33]. The catalyst class is: 3. (3) Reactant: [C:1]([C:4]1[CH:5]=[N:6][CH:7]=[CH:8][CH:9]=1)(=[O:3])[CH3:2].[ClH:10].CCOCC. Product: [ClH:10].[C:1]([C:4]1[CH:5]=[NH+:6][CH:7]=[CH:8][CH:9]=1)(=[O:3])[CH3:2]. The catalyst class is: 28. (4) Reactant: B(Br)(Br)Br.C1([O:10][C:11]2[C:20]([C:21]3[CH:26]=[CH:25][CH:24]=[CH:23][N:22]=3)=[CH:19][C:14]([C:15]([O:17][CH3:18])=[O:16])=[CH:13][N:12]=2)CCCC1. The catalyst class is: 2. Product: [O:10]=[C:11]1[NH:12][CH:13]=[C:14]([C:15]([O:17][CH3:18])=[O:16])[CH:19]=[C:20]1[C:21]1[CH:26]=[CH:25][CH:24]=[CH:23][N:22]=1.